From a dataset of Forward reaction prediction with 1.9M reactions from USPTO patents (1976-2016). Predict the product of the given reaction. (1) Given the reactants [CH3:1][N:2]1[C:6]2[CH:7]=[C:8]([NH2:12])[C:9]([NH2:11])=[CH:10][C:5]=2[N:4]=[C:3]1[CH3:13].[Br:14][C:15]1[CH:20]=[CH:19][C:18]([C:21]([C:23]([C:25]2[CH:30]=[CH:29][C:28]([Br:31])=[CH:27][CH:26]=2)=O)=O)=[CH:17][CH:16]=1, predict the reaction product. The product is: [CH3:1][N:2]1[C:6]2=[CH:7][C:8]3[N:12]=[C:21]([C:18]4[CH:19]=[CH:20][C:15]([Br:14])=[CH:16][CH:17]=4)[C:23]([C:25]4[CH:26]=[CH:27][C:28]([Br:31])=[CH:29][CH:30]=4)=[N:11][C:9]=3[CH:10]=[C:5]2[N:4]=[C:3]1[CH3:13]. (2) The product is: [CH2:1]([C:8]1[CH:13]=[CH:12][C:11]([CH2:14][CH:15]([O:21][CH2:22][CH3:23])[C:16]([OH:18])=[O:17])=[CH:10][C:9]=1[O:24][CH2:25][CH2:26][C:27]1[CH:32]=[CH:31][C:30]([O:33][S:34]([CH3:37])(=[O:35])=[O:36])=[CH:29][CH:28]=1)[C:2]1[CH:3]=[CH:4][CH:5]=[CH:6][CH:7]=1. Given the reactants [CH2:1]([C:8]1[CH:13]=[CH:12][C:11]([CH2:14][CH:15]([O:21][CH2:22][CH3:23])[C:16]([O:18]CC)=[O:17])=[CH:10][C:9]=1[O:24][CH2:25][CH2:26][C:27]1[CH:32]=[CH:31][C:30]([O:33][S:34]([CH3:37])(=[O:36])=[O:35])=[CH:29][CH:28]=1)[C:2]1[CH:7]=[CH:6][CH:5]=[CH:4][CH:3]=1.[Li+].[OH-].C1COCC1.S([O-])(O)(=O)=O.[K+], predict the reaction product. (3) Given the reactants [CH3:1][O:2][C:3]1[CH:4]=[CH:5][C:6]([C:10]2[CH2:19][CH2:18][C:17]3[C:12](=[CH:13][CH:14]=[C:15]([O:20][CH3:21])[CH:16]=3)[CH:11]=2)=[C:7]([NH2:9])[CH:8]=1.[C:22](Cl)(=[O:26])[O:23][CH2:24][CH3:25].[Cl-].[NH4+], predict the reaction product. The product is: [CH3:1][O:2][C:3]1[CH:4]=[CH:5][C:6]([C:10]2[CH2:19][CH2:18][C:17]3[C:12](=[CH:13][CH:14]=[C:15]([O:20][CH3:21])[CH:16]=3)[CH:11]=2)=[C:7]([NH:9][C:22](=[O:26])[O:23][CH2:24][CH3:25])[CH:8]=1. (4) Given the reactants FC(F)(F)S([O-])(=O)=O.C([Sn](CCCC)(CCCC)[C:14]1[CH:19]=[CH:18][CH:17]=[CH:16][N:15]=1)CCC.N1C=CC=C(B(O)O)C=1.ClC1C(=O)[C:40](C#N)=[C:41](C#N)[C:42](=[O:45])[C:43]=1Cl.N1C2C(=CC=CC=2)C=CC=1, predict the reaction product. The product is: [OH:45][C:42]1[CH:43]=[C:19]2[C:14](=[CH:40][CH:41]=1)[N:15]=[CH:16][CH:17]=[CH:18]2. (5) Given the reactants [OH-].[Na+].[CH2:3]([O:10][CH2:11][CH2:12][CH2:13][O:14][C:15]1[C:16]([B:23]2[O:27][C:26]([CH3:29])(C)C(C)(C)[O:24]2)=[C:17]([CH:20]=[CH:21][CH:22]=1)C=O)[C:4]1[CH:9]=[CH:8][CH:7]=[CH:6][CH:5]=1.[N+:32](C)([O-:34])=[O:33], predict the reaction product. The product is: [CH2:3]([O:10][CH2:11][CH2:12][CH2:13][O:14][C:15]1[C:16]2[B:23]([OH:24])[O:27][CH:26]([CH2:29][N+:32]([O-:34])=[O:33])[C:17]=2[CH:20]=[CH:21][CH:22]=1)[C:4]1[CH:5]=[CH:6][CH:7]=[CH:8][CH:9]=1. (6) Given the reactants I[C:2]1[CH:20]=[CH:19][C:5]([O:6][CH2:7][CH2:8][N:9]2[C:14]([CH3:16])([CH3:15])[CH2:13][CH2:12][CH2:11][C:10]2([CH3:18])[CH3:17])=[CH:4][CH:3]=1.[Cl:21][C:22]1[CH:27]=[CH:26][C:25]([C:28]2[CH:29]=[CH:30][C:31]([C:34]#[CH:35])=[N:32][CH:33]=2)=[CH:24][CH:23]=1, predict the reaction product. The product is: [Cl:21][C:22]1[CH:23]=[CH:24][C:25]([C:28]2[CH:29]=[CH:30][C:31]([C:34]#[C:35][C:2]3[CH:20]=[CH:19][C:5]([O:6][CH2:7][CH2:8][N:9]4[C:14]([CH3:16])([CH3:15])[CH2:13][CH2:12][CH2:11][C:10]4([CH3:18])[CH3:17])=[CH:4][CH:3]=3)=[N:32][CH:33]=2)=[CH:26][CH:27]=1. (7) Given the reactants [Br:1][C:2]1[CH:3]=[C:4]([CH:30]=[CH:31][CH:32]=1)[C:5]([NH:7][CH:8]([C:10]1[N:15]=[N:14][C:13]([NH:16][C:17]2[CH:22]=[CH:21][C:20]([N:23]3[CH2:28][CH2:27][O:26][CH2:25][CH2:24]3)=[C:19]([Cl:29])[CH:18]=2)=[N:12][CH:11]=1)[CH3:9])=O.N1C=NC=N1.P(Cl)(Cl)(Cl)=O, predict the reaction product. The product is: [Br:1][C:2]1[CH:3]=[C:4]([C:5]2[N:15]3[C:10]([CH:11]=[N:12][C:13]([NH:16][C:17]4[CH:22]=[CH:21][C:20]([N:23]5[CH2:28][CH2:27][O:26][CH2:25][CH2:24]5)=[C:19]([Cl:29])[CH:18]=4)=[N:14]3)=[C:8]([CH3:9])[N:7]=2)[CH:30]=[CH:31][CH:32]=1.